Dataset: Reaction yield outcomes from USPTO patents with 853,638 reactions. Task: Predict the reaction yield, written as a fraction of the theoretical maximum amount of product (1.0 means a 100% yield; for example, 0.34 means a 34% yield). (1) The reactants are [CH3:1][O:2][C:3](=[O:8])[C@@H:4]([CH3:7])[CH2:5][OH:6].C(N(CC)CC)C.[CH3:16][S:17](Cl)(=[O:19])=[O:18].C(OC(=O)CC(C)=O)C. The catalyst is ClCCl. The product is [CH3:1][O:2][C:3](=[O:8])[C@@H:4]([CH3:7])[CH2:5][O:6][S:17]([CH3:16])(=[O:19])=[O:18]. The yield is 1.00. (2) The reactants are Br[C:2]1[CH:3]=[C:4]([O:15][CH3:16])[C:5]2[NH:10][C:9](=[O:11])[O:8][C:7]([CH3:13])([CH3:12])[C:6]=2[CH:14]=1.B1(B2OC(C)(C)C(C)(C)O2)OC(C)(C)C(C)(C)O1.C([O-])(=O)C.[K+].Br[C:41]1[CH:42]=[C:43]([CH:46]=[C:47]([F:49])[CH:48]=1)[C:44]#[N:45].C(=O)([O-])[O-].[Na+].[Na+]. The catalyst is CN(C=O)C.O.[Cl-].[Na+].O.C1C=CC(P(C2C=CC=CC=2)[C-]2C=CC=C2)=CC=1.C1C=CC(P(C2C=CC=CC=2)[C-]2C=CC=C2)=CC=1.Cl[Pd]Cl.[Fe+2].C(OCC)(=O)C. The product is [CH3:12][C:7]1([CH3:13])[C:6]2[CH:14]=[C:2]([C:41]3[CH:42]=[C:43]([CH:46]=[C:47]([F:49])[CH:48]=3)[C:44]#[N:45])[CH:3]=[C:4]([O:15][CH3:16])[C:5]=2[NH:10][C:9](=[O:11])[O:8]1. The yield is 0.330. (3) The reactants are Br[C:2]1[CH:3]=[C:4]([C:8]([NH2:10])=[O:9])[N:5]([CH3:7])[CH:6]=1.[C:11]1([NH:17][C:18]2[CH:27]=[CH:26][C:25]3[C:20](=[C:21](B(O)O)[CH:22]=[CH:23][CH:24]=3)[N:19]=2)[CH:16]=[CH:15][CH:14]=[CH:13][CH:12]=1.CC(C1C=C(C(C)C)C(C2C=CC=CC=2P(C2CCCCC2)C2CCCCC2)=C(C(C)C)C=1)C. The yield is 0.270. The product is [CH3:7][N:5]1[CH:6]=[C:2]([C:21]2[CH:22]=[CH:23][CH:24]=[C:25]3[C:20]=2[N:19]=[C:18]([NH:17][C:11]2[CH:12]=[CH:13][CH:14]=[CH:15][CH:16]=2)[CH:27]=[CH:26]3)[CH:3]=[C:4]1[C:8]([NH2:10])=[O:9]. The catalyst is O1CCOCC1.C([O-])([O-])=O.[Na+].[Na+].C1C=CC(/C=C/C(/C=C/C2C=CC=CC=2)=O)=CC=1.C1C=CC(/C=C/C(/C=C/C2C=CC=CC=2)=O)=CC=1.C1C=CC(/C=C/C(/C=C/C2C=CC=CC=2)=O)=CC=1.[Pd].[Pd]. (4) The reactants are [CH3:1][N:2](C)[CH2:3][CH2:4][N:5]([CH3:29])[CH2:6][CH2:7][N:8]1[C:16]2[C:11](=[CH:12][C:13]([O:17][CH3:18])=[CH:14][CH:15]=2)[C:10]([CH:19]=[O:20])=[C:9]1[C:21]1[C:22]([CH3:28])=[N:23][N:24]([CH3:27])[C:25]=1[CH3:26].N1CCNCC1. The product is [CH3:18][O:17][C:13]1[CH:12]=[C:11]2[C:16](=[CH:15][CH:14]=1)[N:8]([CH2:7][CH2:6][N:5]1[CH2:4][CH2:3][NH:2][CH2:1][CH2:29]1)[C:9]([C:21]1[C:22]([CH3:28])=[N:23][N:24]([CH3:27])[C:25]=1[CH3:26])=[C:10]2[CH:19]=[O:20]. The yield is 0.830. No catalyst specified. (5) The reactants are [Br:1][C:2]1[CH:7]=[CH:6][C:5]([N+:8]([O-])=O)=[C:4]([O:11][CH2:12][CH3:13])[CH:3]=1.[Sn](Cl)Cl. The catalyst is CCO. The product is [Br:1][C:2]1[CH:7]=[CH:6][C:5]([NH2:8])=[C:4]([O:11][CH2:12][CH3:13])[CH:3]=1. The yield is 0.820. (6) The reactants are [OH:1][CH:2]([CH:4]1[CH2:9][CH2:8][N:7]([C:10]([O:12][CH2:13][C:14]2[CH:19]=[CH:18][CH:17]=[CH:16][CH:15]=2)=[O:11])[CH2:6][CH2:5]1)[CH3:3].CCN(CC)CC.[CH3:27][S:28](Cl)(=[O:30])=[O:29]. The catalyst is C(Cl)Cl. The product is [CH3:27][S:28]([O:1][CH:2]([CH:4]1[CH2:5][CH2:6][N:7]([C:10]([O:12][CH2:13][C:14]2[CH:15]=[CH:16][CH:17]=[CH:18][CH:19]=2)=[O:11])[CH2:8][CH2:9]1)[CH3:3])(=[O:30])=[O:29]. The yield is 0.880. (7) The reactants are [C:1]([C:5]1[CH:9]=[C:8]([NH2:10])[N:7]([C:11]2[CH:16]=[CH:15][CH:14]=[C:13]([C:17]([F:20])([F:19])[F:18])[CH:12]=2)[N:6]=1)([CH3:4])([CH3:3])[CH3:2].Cl[C:22]([O:24][C:25]1[CH:30]=[CH:29][CH:28]=[CH:27][CH:26]=1)=[O:23]. The yield is 0.350. The product is [C:1]([C:5]1[CH:9]=[C:8]([NH:10][C:22](=[O:23])[O:24][C:25]2[CH:30]=[CH:29][CH:28]=[CH:27][CH:26]=2)[N:7]([C:11]2[CH:16]=[CH:15][CH:14]=[C:13]([C:17]([F:19])([F:20])[F:18])[CH:12]=2)[N:6]=1)([CH3:4])([CH3:2])[CH3:3]. No catalyst specified. (8) The reactants are [NH2:1][C:2]1[N:6]([C:7]2[CH:8]=[C:9]([CH:16]=[CH:17][C:18]=2[CH3:19])[C:10]([NH:12][CH:13]2[CH2:15][CH2:14]2)=[O:11])[CH:5]=[N:4][C:3]=1[C:20](=O)[C:21]1[CH:26]=[CH:25][CH:24]=[CH:23][CH:22]=1.[CH:28]([NH2:30])=O.C(O)(=O)C. The catalyst is C(Cl)Cl.O. The product is [CH:13]1([NH:12][C:10](=[O:11])[C:9]2[CH:16]=[CH:17][C:18]([CH3:19])=[C:7]([N:6]3[CH:5]=[N:4][C:3]4[C:2]3=[N:1][CH:28]=[N:30][C:20]=4[C:21]3[CH:26]=[CH:25][CH:24]=[CH:23][CH:22]=3)[CH:8]=2)[CH2:15][CH2:14]1. The yield is 0.590. (9) The reactants are [CH3:1][N:2]1[C:6]([C:7]2[CH:8]=[C:9]([C:14]([O:16]C)=[O:15])[S:10][C:11]=2[CH2:12][CH3:13])=[C:5]([CH3:18])[CH:4]=[N:3]1.[OH-].[Na+]. The catalyst is O1CCCC1. The product is [CH3:1][N:2]1[C:6]([C:7]2[CH:8]=[C:9]([C:14]([OH:16])=[O:15])[S:10][C:11]=2[CH2:12][CH3:13])=[C:5]([CH3:18])[CH:4]=[N:3]1. The yield is 1.00.